Dataset: Cav3 T-type calcium channel HTS with 100,875 compounds. Task: Binary Classification. Given a drug SMILES string, predict its activity (active/inactive) in a high-throughput screening assay against a specified biological target. (1) The drug is O1C(CCC1)COC(=O)c1[nH]c2CC(CC(=O)c2c1C)c1c(OC)ccc(OC)c1. The result is 0 (inactive). (2) The compound is S(=O)(=O)(N(CC(C)C)CC(C)C)c1ccc(cc1)C(=O)Nc1oc(nn1)CSC. The result is 1 (active). (3) The compound is ON1C(Nc2c(C1=O)cccc2)c1c(O)c(OC)ccc1. The result is 0 (inactive). (4) The result is 0 (inactive). The drug is O1c2cc(CC3C(=O)N(C(=O)N(C3=O)C)C)ccc2OC1. (5) The molecule is O(C(=O)N1CCN(CC1)C(=O)C(n1nnc(c1)c1nnn(C(C(=O)N2CCN(CC2)C(OC(C)(C)C)=O)C)c1)C)C(C)(C)C. The result is 0 (inactive). (6) The drug is FC(F)(F)c1ccc(c2nn(nn2)CC(=O)N)cc1. The result is 0 (inactive). (7) The compound is O=C(N1CCN(CC1)c1ncccc1)C(n1nc(n2c(c1=O)cc1occc21)C)C. The result is 0 (inactive). (8) The molecule is FC(F)(F)c1ccc(C(N(Cc2ccc(F)cc2)Cc2occc2)c2n(nnn2)C(C)(C)C)cc1. The result is 1 (active).